This data is from Full USPTO retrosynthesis dataset with 1.9M reactions from patents (1976-2016). The task is: Predict the reactants needed to synthesize the given product. (1) Given the product [C:1]([NH:8][CH2:9][CH2:10][NH:11][CH2:13][CH2:14][CH2:15][CH2:16][CH2:17][C:18]([NH:20][CH2:21][CH2:22][S:23][C:24]([C:37]1[CH:42]=[CH:41][CH:40]=[CH:39][CH:38]=1)([C:31]1[CH:36]=[CH:35][CH:34]=[CH:33][CH:32]=1)[C:25]1[CH:26]=[CH:27][CH:28]=[CH:29][CH:30]=1)=[O:19])([O:3][C:4]([CH3:5])([CH3:6])[CH3:7])=[O:2], predict the reactants needed to synthesize it. The reactants are: [C:1]([NH:8][CH2:9][CH2:10][NH2:11])([O:3][C:4]([CH3:7])([CH3:6])[CH3:5])=[O:2].Br[CH2:13][CH2:14][CH2:15][CH2:16][CH2:17][C:18]([NH:20][CH2:21][CH2:22][S:23][C:24]([C:37]1[CH:42]=[CH:41][CH:40]=[CH:39][CH:38]=1)([C:31]1[CH:36]=[CH:35][CH:34]=[CH:33][CH:32]=1)[C:25]1[CH:30]=[CH:29][CH:28]=[CH:27][CH:26]=1)=[O:19].C([O-])([O-])=O.[Na+].[Na+].C(O)(C(F)(F)F)=O. (2) Given the product [ClH:40].[F:1][C:2]1[CH:3]=[C:4]([S:9]([N:12]2[C:16]([C:17]3[C:18]([F:23])=[N:19][CH:20]=[CH:21][CH:22]=3)=[CH:15][C:14]([CH2:24][NH:25][CH3:26])=[CH:13]2)(=[O:11])=[O:10])[CH:5]=[CH:6][C:7]=1[CH3:8], predict the reactants needed to synthesize it. The reactants are: [F:1][C:2]1[CH:3]=[C:4]([S:9]([N:12]2[C:16]([C:17]3[C:18]([F:23])=[N:19][CH:20]=[CH:21][CH:22]=3)=[CH:15][C:14]([CH2:24][N:25](C)[C:26](=O)OC(C)(C)C)=[CH:13]2)(=[O:11])=[O:10])[CH:5]=[CH:6][C:7]=1[CH3:8].C(OCC)(=O)C.[ClH:40]. (3) Given the product [C:1]([O:5][C:6](=[O:21])[NH:7][C:8]1[CH:13]=[C:12]([CH:14]=[CH2:15])[C:11]([C:16]([F:19])([F:18])[F:17])=[CH:10][C:9]=1[NH:20][C:27](=[O:26])[CH2:28][C:29]([C:31]1[CH:36]=[CH:35][CH:34]=[C:33]([C:37]2[CH:42]=[CH:41][N:40]=[C:39]([CH3:43])[CH:38]=2)[CH:32]=1)=[O:30])([CH3:2])([CH3:3])[CH3:4], predict the reactants needed to synthesize it. The reactants are: [C:1]([O:5][C:6](=[O:21])[NH:7][C:8]1[CH:13]=[C:12]([CH:14]=[CH2:15])[C:11]([C:16]([F:19])([F:18])[F:17])=[CH:10][C:9]=1[NH2:20])([CH3:4])([CH3:3])[CH3:2].C([O:26][C:27](=O)[CH2:28][C:29]([C:31]1[CH:36]=[CH:35][CH:34]=[C:33]([C:37]2[CH:42]=[CH:41][N:40]=[C:39]([CH3:43])[CH:38]=2)[CH:32]=1)=[O:30])(C)(C)C. (4) Given the product [NH2:1][C:2]1[C:10]2[C:9]([C:11]3[CH:16]=[CH:15][CH:14]=[C:13]([NH:17][CH2:32][CH2:31][C:25]4[CH:30]=[CH:29][CH:28]=[CH:27][CH:26]=4)[CH:12]=3)=[N:8][C:7]([NH:18][CH:19]3[CH2:20][CH2:21]3)=[N:6][C:5]=2[S:4][C:3]=1[C:22]([NH2:24])=[O:23], predict the reactants needed to synthesize it. The reactants are: [NH2:1][C:2]1[C:10]2[C:9]([C:11]3[CH:16]=[CH:15][CH:14]=[C:13]([NH2:17])[CH:12]=3)=[N:8][C:7]([NH:18][CH:19]3[CH2:21][CH2:20]3)=[N:6][C:5]=2[S:4][C:3]=1[C:22]([NH2:24])=[O:23].[C:25]1([CH2:31][CH:32]=O)[CH:30]=[CH:29][CH:28]=[CH:27][CH:26]=1.C(O[BH-](OC(=O)C)OC(=O)C)(=O)C.[Na+].C([O-])(O)=O.[Na+]. (5) Given the product [F:1][C:2]1[CH:10]=[CH:9][C:5]([C:6]([NH:33][C:32]2[C:27]([S:26][CH2:25][CH2:24][S:21]([C:17]3[CH:18]=[CH:19][CH:20]=[C:15]([C:14]([F:34])([F:35])[F:13])[CH:16]=3)(=[O:23])=[O:22])=[N:28][CH:29]=[CH:30][CH:31]=2)=[O:8])=[C:4]([O:11][CH3:12])[CH:3]=1, predict the reactants needed to synthesize it. The reactants are: [F:1][C:2]1[CH:10]=[CH:9][C:5]([C:6]([OH:8])=O)=[C:4]([O:11][CH3:12])[CH:3]=1.[F:13][C:14]([F:35])([F:34])[C:15]1[CH:16]=[C:17]([S:21]([CH2:24][CH2:25][S:26][C:27]2[C:32]([NH2:33])=[CH:31][CH:30]=[CH:29][N:28]=2)(=[O:23])=[O:22])[CH:18]=[CH:19][CH:20]=1.C([O-])([O-])=O.[Na+].[Na+]. (6) Given the product [CH2:1]1[C:9]2[C:4](=[N:5][CH:6]=[C:7]3[CH2:12][CH:11]=[C:10]([CH2:13][CH2:14][NH:15][C:16](=[O:19])[CH2:17][CH3:18])[C:8]3=2)[O:3][CH2:2]1, predict the reactants needed to synthesize it. The reactants are: [CH2:1]1[C:9]2[C:4](=[N:5][CH:6]=[C:7]3[CH2:12][CH2:11][C:10](=[CH:13][CH2:14][NH:15][C:16](=[O:19])[CH2:17][CH3:18])[C:8]3=2)[O:3][CH2:2]1.S(=O)(=O)(O)O. (7) Given the product [CH2:11]([NH:10][C:8]([C:4]1[S:3][C:2]([NH:1][C:30](=[O:31])[CH2:29][CH2:28][CH2:27][CH2:26][Br:25])=[N:6][C:5]=1[CH3:7])=[O:9])[C:12]1[CH:17]=[CH:16][CH:15]=[CH:14][CH:13]=1, predict the reactants needed to synthesize it. The reactants are: [NH2:1][C:2]1[S:3][C:4]([C:8]([NH:10][CH2:11][C:12]2[CH:17]=[CH:16][CH:15]=[CH:14][CH:13]=2)=[O:9])=[C:5]([CH3:7])[N:6]=1.C(N(CC)CC)C.[Br:25][CH2:26][CH2:27][CH2:28][CH2:29][C:30](Cl)=[O:31].